From a dataset of NCI-60 drug combinations with 297,098 pairs across 59 cell lines. Regression. Given two drug SMILES strings and cell line genomic features, predict the synergy score measuring deviation from expected non-interaction effect. (1) Drug 1: C1=CC(=CC=C1CCCC(=O)O)N(CCCl)CCCl. Drug 2: CC1CCC2CC(C(=CC=CC=CC(CC(C(=O)C(C(C(=CC(C(=O)CC(OC(=O)C3CCCCN3C(=O)C(=O)C1(O2)O)C(C)CC4CCC(C(C4)OC)O)C)C)O)OC)C)C)C)OC. Cell line: OVCAR-5. Synergy scores: CSS=16.9, Synergy_ZIP=-8.20, Synergy_Bliss=-7.73, Synergy_Loewe=-4.96, Synergy_HSA=-2.99. (2) Drug 1: CS(=O)(=O)C1=CC(=C(C=C1)C(=O)NC2=CC(=C(C=C2)Cl)C3=CC=CC=N3)Cl. Drug 2: COC1=CC(=CC(=C1O)OC)C2C3C(COC3=O)C(C4=CC5=C(C=C24)OCO5)OC6C(C(C7C(O6)COC(O7)C8=CC=CS8)O)O. Cell line: OVCAR-5. Synergy scores: CSS=12.3, Synergy_ZIP=-8.55, Synergy_Bliss=-0.234, Synergy_Loewe=-3.95, Synergy_HSA=0.541. (3) Drug 1: CN(C)C1=NC(=NC(=N1)N(C)C)N(C)C. Drug 2: CC1C(C(CC(O1)OC2CC(OC(C2O)C)OC3=CC4=CC5=C(C(=O)C(C(C5)C(C(=O)C(C(C)O)O)OC)OC6CC(C(C(O6)C)O)OC7CC(C(C(O7)C)O)OC8CC(C(C(O8)C)O)(C)O)C(=C4C(=C3C)O)O)O)O. Cell line: SNB-19. Synergy scores: CSS=1.25, Synergy_ZIP=1.70, Synergy_Bliss=-1.03, Synergy_Loewe=-4.74, Synergy_HSA=-2.92. (4) Drug 1: CC1=C(C(CCC1)(C)C)C=CC(=CC=CC(=CC(=O)O)C)C. Drug 2: CC1=C(C=C(C=C1)NC(=O)C2=CC=C(C=C2)CN3CCN(CC3)C)NC4=NC=CC(=N4)C5=CN=CC=C5. Cell line: SW-620. Synergy scores: CSS=-9.21, Synergy_ZIP=3.08, Synergy_Bliss=-2.70, Synergy_Loewe=-2.61, Synergy_HSA=-8.92. (5) Drug 1: CS(=O)(=O)C1=CC(=C(C=C1)C(=O)NC2=CC(=C(C=C2)Cl)C3=CC=CC=N3)Cl. Drug 2: CCC1(CC2CC(C3=C(CCN(C2)C1)C4=CC=CC=C4N3)(C5=C(C=C6C(=C5)C78CCN9C7C(C=CC9)(C(C(C8N6C)(C(=O)OC)O)OC(=O)C)CC)OC)C(=O)OC)O.OS(=O)(=O)O. Cell line: RPMI-8226. Synergy scores: CSS=62.1, Synergy_ZIP=22.8, Synergy_Bliss=24.7, Synergy_Loewe=-40.6, Synergy_HSA=20.0.